Dataset: Reaction yield outcomes from USPTO patents with 853,638 reactions. Task: Predict the reaction yield, written as a fraction of the theoretical maximum amount of product (1.0 means a 100% yield; for example, 0.34 means a 34% yield). (1) The reactants are C(O[C:6](=O)[N:7]([CH2:9][CH2:10][CH2:11][C:12](=[O:59])[NH:13][C:14]1[CH:19]=[CH:18][CH:17]=[C:16]([CH2:20][CH2:21][N:22]([CH2:52][C:53]2[CH:58]=[CH:57][CH:56]=[CH:55][CH:54]=2)[CH2:23][C@@H:24]([C:33]2[CH:42]=[CH:41][C:40]([O:43][CH2:44][C:45]3[CH:50]=[CH:49][CH:48]=[CH:47][CH:46]=3)=[C:39]3[C:34]=2[CH:35]=[CH:36][C:37](=[O:51])[NH:38]3)[O:25][Si:26]([C:29]([CH3:32])([CH3:31])[CH3:30])([CH3:28])[CH3:27])[CH:15]=1)C)(C)(C)C.FC(F)(F)C(O)=O. The catalyst is C(Cl)Cl. The product is [CH2:52]([N:22]([CH2:23][C@@H:24]([C:33]1[CH:42]=[CH:41][C:40]([O:43][CH2:44][C:45]2[CH:50]=[CH:49][CH:48]=[CH:47][CH:46]=2)=[C:39]2[C:34]=1[CH:35]=[CH:36][C:37](=[O:51])[NH:38]2)[O:25][Si:26]([C:29]([CH3:32])([CH3:31])[CH3:30])([CH3:27])[CH3:28])[CH2:21][CH2:20][C:16]1[CH:15]=[C:14]([NH:13][C:12](=[O:59])[CH2:11][CH2:10][CH2:9][NH:7][CH3:6])[CH:19]=[CH:18][CH:17]=1)[C:53]1[CH:54]=[CH:55][CH:56]=[CH:57][CH:58]=1. The yield is 1.00. (2) The reactants are C1(P(C2C=CC=CC=2)C2C=CC=CC=2)C=CC=CC=1.[N:20]([CH2:23][C@H:24]1[O:28][C:27](=[O:29])[N:26]([C:30]2[CH:35]=[CH:34][C:33]([S:36][C:37]([C:50]3[CH:55]=[CH:54][CH:53]=[CH:52][CH:51]=3)([C:44]3[CH:49]=[CH:48][CH:47]=[CH:46][CH:45]=3)[C:38]3[CH:43]=[CH:42][CH:41]=[CH:40][CH:39]=3)=[C:32]([F:56])[CH:31]=2)[CH2:25]1)=[N+]=[N-].O.[C:58](OC(=O)C)(=[O:60])[CH3:59].N1C=CC=CC=1. The catalyst is C1COCC1. The product is [C:58]([NH:20][CH2:23][C@@H:24]1[O:28][C:27](=[O:29])[N:26]([C:30]2[CH:35]=[CH:34][C:33]([S:36][C:37]([C:50]3[CH:55]=[CH:54][CH:53]=[CH:52][CH:51]=3)([C:44]3[CH:49]=[CH:48][CH:47]=[CH:46][CH:45]=3)[C:38]3[CH:43]=[CH:42][CH:41]=[CH:40][CH:39]=3)=[C:32]([F:56])[CH:31]=2)[CH2:25]1)(=[O:60])[CH3:59]. The yield is 0.970. (3) The reactants are [CH2:1]([NH:3][C:4]1[CH:9]=[CH:8][C:7]([C:10]([O:19][Si:20]([CH2:25][CH3:26])([CH2:23][CH3:24])[CH2:21][CH3:22])([C:15]([F:18])([F:17])[F:16])[C:11]([F:14])([F:13])[F:12])=[CH:6][CH:5]=1)[CH3:2].[C:27]1([CH:33]2[CH2:35][O:34]2)[CH:32]=[CH:31][CH:30]=[CH:29][CH:28]=1.Cl([O-])(=O)(=O)=O.[Li+].[NH4+].[Cl-]. The catalyst is C(#N)C.CCOCC. The product is [CH2:1]([N:3]([C:4]1[CH:5]=[CH:6][C:7]([C:10]([O:19][Si:20]([CH2:21][CH3:22])([CH2:25][CH3:26])[CH2:23][CH3:24])([C:15]([F:16])([F:17])[F:18])[C:11]([F:12])([F:13])[F:14])=[CH:8][CH:9]=1)[CH:33]([C:27]1[CH:32]=[CH:31][CH:30]=[CH:29][CH:28]=1)[CH2:35][OH:34])[CH3:2]. The yield is 0.660. (4) The reactants are [CH:1]([CH:4]1[C:9]2[N:10](C(OCC3C=CC=CC=3)=O)[CH:11]=[N:12][C:8]=2[CH2:7][C@@H:6]([C:23]([O:25][CH3:26])=[O:24])[N:5]1[C:27]([O:29][CH2:30][C:31]1[CH:36]=[CH:35][CH:34]=[CH:33][CH:32]=1)=[O:28])([CH3:3])[CH3:2].C(C1C2N=CNC=2C[C@@H](C(OC)=O)N1C(OCC1C=CC=CC=1)=O)(C)C.CN. The catalyst is CN(C=O)C. The product is [CH:1]([C@H:4]1[C:9]2[N:10]=[CH:11][NH:12][C:8]=2[CH2:7][C@@H:6]([C:23]([O:25][CH3:26])=[O:24])[N:5]1[C:27]([O:29][CH2:30][C:31]1[CH:32]=[CH:33][CH:34]=[CH:35][CH:36]=1)=[O:28])([CH3:3])[CH3:2]. The yield is 0.0270. (5) The reactants are Cl[C:2]1[N:7]=[C:6]([C:8]([OH:11])([CH3:10])[CH3:9])[CH:5]=[C:4]([C:12]2[CH:17]=[CH:16][C:15]([C:18]([F:21])([F:20])[F:19])=[CH:14][CH:13]=2)[N:3]=1.[CH3:22][C:23]1[O:24][C:25]([C:28]2[CH:33]=[CH:32][C:31]([NH2:34])=[CH:30][CH:29]=2)=[CH:26][N:27]=1. No catalyst specified. The product is [CH3:22][C:23]1[O:24][C:25]([C:28]2[CH:33]=[CH:32][C:31]([NH:34][C:2]3[N:7]=[C:6]([C:8]([OH:11])([CH3:10])[CH3:9])[CH:5]=[C:4]([C:12]4[CH:17]=[CH:16][C:15]([C:18]([F:21])([F:20])[F:19])=[CH:14][CH:13]=4)[N:3]=3)=[CH:30][CH:29]=2)=[CH:26][N:27]=1. The yield is 0.210. (6) The reactants are [CH2:1]([N:8]([CH2:19][CH2:20][O:21][Si](C(C)(C)C)(C)C)[C:9](=[O:18])[C:10]1[CH:15]=[CH:14][N+:13]([O-:16])=[CH:12][C:11]=1[F:17])[C:2]1[CH:7]=[CH:6][CH:5]=[CH:4][CH:3]=1.Cl. The catalyst is CO. The product is [CH2:1]([N:8]([CH2:19][CH2:20][OH:21])[C:9](=[O:18])[C:10]1[CH:15]=[CH:14][N+:13]([O-:16])=[CH:12][C:11]=1[F:17])[C:2]1[CH:7]=[CH:6][CH:5]=[CH:4][CH:3]=1. The yield is 0.730. (7) The reactants are C([Li])CCC.CCCCCC.C(NC(C)C)(C)C.[O:19]1[CH2:21][C@@H:20]1[CH2:22][CH2:23][C:24]([O:26][CH3:27])=[O:25].Cl. The catalyst is C1COCC1. The product is [OH:19][CH2:21][C@H:20]1[CH2:22][C@@H:23]1[C:24]([O:26][CH3:27])=[O:25]. The yield is 0.170.